From a dataset of Forward reaction prediction with 1.9M reactions from USPTO patents (1976-2016). Predict the product of the given reaction. (1) Given the reactants Br[C:2]1[C:7]2[N:8]=[C:9](SC)[N:10]=[C:11]([NH:12][C:13]3[CH:18]=[CH:17][CH:16]=[C:15]([C:19]([F:22])([F:21])[F:20])[CH:14]=3)[C:6]=2[C:5](=[O:25])[NH:4][CH:3]=1.[OH:26][CH:27]1[CH2:32][CH2:31][NH:30][CH2:29][CH2:28]1, predict the reaction product. The product is: [OH:26][CH:27]1[CH2:32][CH2:31][N:30]([C:9]2[N:10]=[C:11]([NH:12][C:13]3[CH:18]=[CH:17][CH:16]=[C:15]([C:19]([F:22])([F:21])[F:20])[CH:14]=3)[C:6]3[C:5](=[O:25])[NH:4][CH:3]=[CH:2][C:7]=3[N:8]=2)[CH2:29][CH2:28]1. (2) Given the reactants [Cl:1][C:2]1[CH:9]=[C:8]([CH2:10][OH:11])[CH:7]=[C:6]([Cl:12])[C:3]=1[CH:4]=[O:5].[H-].[Na+].Br[CH2:16][C:17]([O:19][CH2:20][CH3:21])=[O:18], predict the reaction product. The product is: [Cl:1][C:2]1[CH:9]=[C:8]([CH:7]=[C:6]([Cl:12])[C:3]=1[CH:4]=[O:5])[CH2:10][O:11][CH2:16][C:17]([O:19][CH2:20][CH3:21])=[O:18]. (3) Given the reactants [CH2:1]([N:3]([C:29](=O)[C:30]1[CH:35]=[CH:34][C:33]([OH:36])=[CH:32][CH:31]=1)[C:4]1[CH:9]=[C:8]([O:10][CH3:11])[CH:7]=[CH:6][C:5]=1[CH:12]1[CH2:21][CH2:20][C:19]2[CH:18]=[C:17]([O:22]C(=O)C(C)(C)C)[CH:16]=[CH:15][C:14]=2[CH2:13]1)[CH3:2].Cl[CH2:39][C:40]([N:42]1[CH2:47][CH2:46][CH:45]([CH3:48])[CH2:44][CH2:43]1)=O, predict the reaction product. The product is: [CH2:1]([N:3]([CH2:29][C:30]1[CH:31]=[CH:32][C:33]([O:36][CH2:39][CH2:40][N:42]2[CH2:47][CH2:46][CH:45]([CH3:48])[CH2:44][CH2:43]2)=[CH:34][CH:35]=1)[C:4]1[CH:9]=[C:8]([O:10][CH3:11])[CH:7]=[CH:6][C:5]=1[CH:12]1[CH2:21][CH2:20][C:19]2[CH:18]=[C:17]([OH:22])[CH:16]=[CH:15][C:14]=2[CH2:13]1)[CH3:2]. (4) Given the reactants [NH2:1][C@@H:2]([CH:8]([CH3:10])[CH3:9])[CH:3]([OH:7])[C:4]([OH:6])=[O:5].[OH-].[Na+].O1CCOCC1.Cl[C:20]([O:22][CH2:23][C:24]1[CH:29]=[CH:28][CH:27]=[CH:26][CH:25]=1)=[O:21], predict the reaction product. The product is: [CH2:23]([O:22][C:20]([NH:1][C@@H:2]([CH:8]([CH3:10])[CH3:9])[CH:3]([OH:7])[C:4]([OH:6])=[O:5])=[O:21])[C:24]1[CH:29]=[CH:28][CH:27]=[CH:26][CH:25]=1. (5) Given the reactants [CH3:1][O:2][C:3]([N:5]1[C@@H:13]2[C@@H:8]([C@@:9]([OH:23])([C:14]#[C:15][C:16]3[CH:17]=[C:18]([CH3:22])[CH:19]=[CH:20][CH:21]=3)[CH2:10][CH2:11][CH2:12]2)[CH2:7][CH2:6]1)=[O:4].[N:24]1([CH2:30][CH2:31][C:32](O)=[O:33])[CH2:29][CH2:28][O:27][CH2:26][CH2:25]1, predict the reaction product. The product is: [CH3:1][O:2][C:3]([N:5]1[C@H:13]2[C@H:8]([C@:9]([O:23][C:32](=[O:33])[CH2:31][CH2:30][N:24]3[CH2:29][CH2:28][O:27][CH2:26][CH2:25]3)([C:14]#[C:15][C:16]3[CH:17]=[C:18]([CH3:22])[CH:19]=[CH:20][CH:21]=3)[CH2:10][CH2:11][CH2:12]2)[CH2:7][CH2:6]1)=[O:4]. (6) Given the reactants C1([S:7]([NH:10][C:11]2[S:15][C:14]3[CH2:16][CH2:17][CH2:18][CH2:19][C:13]=3[C:12]=2[C:20]([O:22][CH2:23][CH3:24])=[O:21])(=[O:9])=[O:8])C=CC=CC=1.[C:25]1([CH2:31]S(Cl)(=O)=O)[CH:30]=[CH:29][CH:28]=[CH:27][CH:26]=1, predict the reaction product. The product is: [C:25]1([CH2:31][S:7]([NH:10][C:11]2[S:15][C:14]3[CH2:16][CH2:17][CH2:18][CH2:19][C:13]=3[C:12]=2[C:20]([O:22][CH2:23][CH3:24])=[O:21])(=[O:8])=[O:9])[CH:30]=[CH:29][CH:28]=[CH:27][CH:26]=1. (7) The product is: [CH2:3]([Mg:1][CH2:16][CH2:17][CH2:11][CH3:12])[CH2:4][CH2:5][CH3:6]. Given the reactants [Mg:1].Br[CH2:3][CH2:4][CH2:5][CH3:6].O1[CH2:12][CH2:11]OCC1.C(O[CH2:16][CH3:17])C, predict the reaction product.